The task is: Predict the reactants needed to synthesize the given product.. This data is from Full USPTO retrosynthesis dataset with 1.9M reactions from patents (1976-2016). (1) Given the product [C:17]1([C:4]2[NH:5][CH:6]=[C:2]([C:39]3[CH2:40][CH2:41][N:42]4[C@H:37]([CH:38]=3)[CH2:36][C@@H:35]([C:29]3[CH:30]=[CH:31][CH:32]=[CH:33][CH:34]=3)[CH2:43]4)[C:3]=2[C:23]2[CH:28]=[CH:27][N:26]=[CH:25][CH:24]=2)[CH:22]=[CH:21][CH:20]=[CH:19][CH:18]=1, predict the reactants needed to synthesize it. The reactants are: Br[C:2]1[C:3]([C:23]2[CH:28]=[CH:27][N:26]=[CH:25][CH:24]=2)=[C:4]([C:17]2[CH:22]=[CH:21][CH:20]=[CH:19][CH:18]=2)[N:5]([Si](C(C)C)(C(C)C)C(C)C)[CH:6]=1.[C:29]1([C@H:35]2[CH2:43][N:42]3[C@H:37]([CH2:38][C:39](=O)[CH2:40][CH2:41]3)[CH2:36]2)[CH:34]=[CH:33][CH:32]=[CH:31][CH:30]=1.C(OCC)(=O)C.CO. (2) Given the product [CH3:16][O:15][C:10]1[CH:11]=[C:12]2[C:7](=[CH:8][CH:9]=1)[C:6]1=[CH:17][C:2]([NH:26][CH2:25][CH2:24][N:19]3[CH2:23][CH2:22][CH2:21][CH2:20]3)=[N:3][C:4](=[O:18])[N:5]1[CH2:14][CH2:13]2, predict the reactants needed to synthesize it. The reactants are: Cl[C:2]1[CH:17]=[C:6]2[C:7]3[C:12]([CH2:13][CH2:14][N:5]2[C:4](=[O:18])[N:3]=1)=[CH:11][C:10]([O:15][CH3:16])=[CH:9][CH:8]=3.[N:19]1([CH2:24][CH2:25][NH2:26])[CH2:23][CH2:22][CH2:21][CH2:20]1.Cl. (3) Given the product [NH2:20][CH2:19][C:16]1[C:17]([NH2:18])=[N:8][C:7]([C:6]2[CH:10]=[CH:11][C:3]([O:2][CH3:1])=[CH:4][CH:5]=2)=[N:9][C:15]=1[C:14]1[CH:21]=[CH:22][C:23]([Cl:25])=[CH:24][C:13]=1[Cl:12], predict the reactants needed to synthesize it. The reactants are: [CH3:1][O:2][C:3]1[CH:11]=[CH:10][C:6]([C:7]([NH2:9])=[NH:8])=[CH:5][CH:4]=1.[Cl:12][C:13]1[CH:24]=[C:23]([Cl:25])[CH:22]=[CH:21][C:14]=1[CH:15]=[C:16]([C:19]#[N:20])[C:17]#[N:18].